This data is from hERG Central: cardiac toxicity at 1µM, 10µM, and general inhibition. The task is: Predict hERG channel inhibition at various concentrations. (1) The molecule is COc1ccc(C(=O)NCC(=O)OCC(=O)c2ccc(Cl)cc2)cc1OC. Results: hERG_inhib (hERG inhibition (general)): blocker. (2) Results: hERG_inhib (hERG inhibition (general)): blocker. The compound is CC(C)CC(COCc1ccc([N+](=O)[O-])cc1)N1CCN(C(=O)c2ccc(C(F)(F)F)cc2)CCC1=O. (3) The compound is Cc1ccc(S(=O)(=O)N(CC(O)CN2CCCC2)c2ccccc2)cc1. Results: hERG_inhib (hERG inhibition (general)): blocker. (4) The drug is CC(C)CCN1CCN(Cc2nc(-c3ccccc3)cs2)CC1CCO. Results: hERG_inhib (hERG inhibition (general)): blocker. (5) The molecule is COc1ccc(C(=O)N/C(=C\c2ccccc2)C(=O)NCc2cccnc2)cc1. Results: hERG_inhib (hERG inhibition (general)): blocker. (6) The drug is CCN(CC)CCCn1c(SCC(=O)Nc2cccc(F)c2)nnc1-c1ccoc1C. Results: hERG_inhib (hERG inhibition (general)): blocker. (7) The molecule is Brc1c(CSc2nc3ccccc3o2)nc2ncccn12. Results: hERG_inhib (hERG inhibition (general)): blocker.